Dataset: Catalyst prediction with 721,799 reactions and 888 catalyst types from USPTO. Task: Predict which catalyst facilitates the given reaction. (1) The catalyst class is: 5. Product: [OH:9][C@H:7]1[CH2:6][N:5]([C:17]([O:19][C:20]([CH3:23])([CH3:22])[CH3:21])=[O:16])[C@H:4]([C:3]([O:2][CH3:1])=[O:10])[CH2:8]1. Reactant: [CH3:1][O:2][C:3](=[O:10])[C@@H:4]1[CH2:8][C@@H:7]([OH:9])[CH2:6][NH:5]1.C(=O)(O)[O-].[Na+].[O:16](C(OC(C)(C)C)=O)[C:17]([O:19][C:20]([CH3:23])([CH3:22])[CH3:21])=O. (2) The catalyst class is: 1. Reactant: ClC(OCC)=O.C(N(CC)CC)C.[C:14]1([CH:20]([CH2:35][C:36]2[CH:41]=[CH:40][CH:39]=[CH:38][CH:37]=2)[C:21]([NH:23][C:24]2[CH:29]=[CH:28][C:27]([CH:30]=[CH:31][C:32](O)=[O:33])=[CH:26][CH:25]=2)=[O:22])[CH:19]=[CH:18][CH:17]=[CH:16][CH:15]=1.COC([O:47][NH2:48])(C)C. Product: [CH:39]1[CH:38]=[CH:37][C:36]([CH2:35][CH:20]([C:21]([NH:23][C:24]2[CH:25]=[CH:26][C:27](/[CH:30]=[CH:31]/[C:32]([NH:48][OH:47])=[O:33])=[CH:28][CH:29]=2)=[O:22])[C:14]2[CH:15]=[CH:16][CH:17]=[CH:18][CH:19]=2)=[CH:41][CH:40]=1. (3) Reactant: [Cl:1][C:2]1[CH:3]=[C:4]([CH:8]=[C:9]([Cl:13])[C:10]=1[O:11][CH3:12])[C:5](O)=[O:6].C1(C)C=CC=CC=1.S(Cl)([Cl:23])=O. Product: [Cl:1][C:2]1[CH:3]=[C:4]([CH:8]=[C:9]([Cl:13])[C:10]=1[O:11][CH3:12])[C:5]([Cl:23])=[O:6]. The catalyst class is: 9. (4) Reactant: N[C:2]1[CH:23]=[C:22]([F:24])[CH:21]=[CH:20][C:3]=1[O:4][C:5]1[CH:9]=[C:8]([C:10]2[CH:11]=[C:12]([CH:15]=[CH:16][CH:17]=2)[C:13]#[N:14])[N:7]([CH2:18][CH3:19])[N:6]=1.C(ON=O)(C)(C)C. Product: [CH2:18]([N:7]1[C:8]([C:10]2[CH:11]=[C:12]([CH:15]=[CH:16][CH:17]=2)[C:13]#[N:14])=[CH:9][C:5]([O:4][C:3]2[CH:2]=[CH:23][C:22]([F:24])=[CH:21][CH:20]=2)=[N:6]1)[CH3:19]. The catalyst class is: 9.